From a dataset of Forward reaction prediction with 1.9M reactions from USPTO patents (1976-2016). Predict the product of the given reaction. (1) Given the reactants [CH3:1][O:2][C:3]1[CH:11]=[CH:10][CH:9]=[CH:8][C:4]=1[C:5]([OH:7])=O.[F:12][C:13]1[CH:18]=[CH:17][C:16]([NH:19][C:20]([C:22]2[C:26]([NH2:27])=[CH:25][NH:24][N:23]=2)=[O:21])=[CH:15][CH:14]=1.C(Cl)CCl.C1C=CC2N(O)N=NC=2C=1, predict the reaction product. The product is: [F:12][C:13]1[CH:14]=[CH:15][C:16]([NH:19][C:20]([C:22]2[C:26]([NH:27][C:5](=[O:7])[C:4]3[CH:8]=[CH:9][CH:10]=[CH:11][C:3]=3[O:2][CH3:1])=[CH:25][NH:24][N:23]=2)=[O:21])=[CH:17][CH:18]=1. (2) Given the reactants [NH2:1][C:2]1[S:3][C:4]([CH2:11][CH3:12])=[CH:5][C:6]=1[C:7]([O:9]C)=O.Cl[C:14](Cl)([O:16]C(=O)OC(Cl)(Cl)Cl)Cl.C(N(CC)CC)C.[CH3:32][O:33][C:34]1[N:39]=[N:38][C:37]([NH2:40])=[CH:36][CH:35]=1, predict the reaction product. The product is: [CH2:11]([C:4]1[S:3][C:2]2[NH:1][C:14](=[O:16])[N:40]([C:37]3[N:38]=[N:39][C:34]([O:33][CH3:32])=[CH:35][CH:36]=3)[C:7](=[O:9])[C:6]=2[CH:5]=1)[CH3:12].